Dataset: Forward reaction prediction with 1.9M reactions from USPTO patents (1976-2016). Task: Predict the product of the given reaction. (1) Given the reactants [Cl:1][C:2]1[CH:3]=[C:4]([C:8]2[CH:13]=[CH:12][C:11]([NH2:14])=[CH:10][C:9]=2[C:15]([F:18])([F:17])[F:16])[CH:5]=[CH:6][CH:7]=1.CCN(C(C)C)C(C)C.Cl[C:29](Cl)([O:31]C(=O)OC(Cl)(Cl)Cl)Cl.[NH2:40][C:41]1[CH:61]=[CH:60][C:44]([O:45][C:46]2[CH:51]=[CH:50][N:49]=[C:48]([NH:52][CH2:53][CH2:54][CH2:55][CH2:56][N:57]([CH3:59])[CH3:58])[N:47]=2)=[CH:43][C:42]=1[CH3:62], predict the reaction product. The product is: [Cl:1][C:2]1[CH:3]=[C:4]([C:8]2[CH:13]=[CH:12][C:11]([NH:14][C:29]([NH:40][C:41]3[CH:61]=[CH:60][C:44]([O:45][C:46]4[CH:51]=[CH:50][N:49]=[C:48]([NH:52][CH2:53][CH2:54][CH2:55][CH2:56][N:57]([CH3:59])[CH3:58])[N:47]=4)=[CH:43][C:42]=3[CH3:62])=[O:31])=[CH:10][C:9]=2[C:15]([F:16])([F:17])[F:18])[CH:5]=[CH:6][CH:7]=1. (2) Given the reactants [O:1]=[S:2]1(=[O:34])[CH:5]=[C:4]([C:6]2[N:11]=[CH:10][C:9]([C:12]3[CH:17]=[CH:16][C:15]([C@H:18]4[O:22]C(C)(C)[N:20](C(OC(C)(C)C)=O)[C@@H:19]4[CH2:32][F:33])=[CH:14][CH:13]=3)=[CH:8][CH:7]=2)[CH2:3]1.[F:35][C:36]([F:41])([F:40])[C:37]([OH:39])=[O:38], predict the reaction product. The product is: [C:37]([OH:39])([C:36]([F:41])([F:40])[F:35])=[O:38].[NH2:20][C@H:19]([CH2:32][F:33])[C@@H:18]([C:15]1[CH:14]=[CH:13][C:12]([C:9]2[CH:8]=[CH:7][C:6]([C:4]3[CH2:5][S:2](=[O:1])(=[O:34])[CH:3]=3)=[N:11][CH:10]=2)=[CH:17][CH:16]=1)[OH:22]. (3) Given the reactants O[CH2:2][C:3]1[CH:12]=[N:11][C:10]2[N:9]3[CH2:13][CH2:14][CH2:15][CH2:16][C@H:8]3[C:7](=[O:17])[NH:6][C:5]=2[CH:4]=1.Cl.Cl.[CH3:20][NH:21][C:22](=[O:36])[C:23]1[CH:28]=[CH:27][C:26]([N:29]2[CH2:34][CH2:33][NH:32][CH2:31][CH2:30]2)=[C:25]([CH3:35])[CH:24]=1.[I-].C(C[P+](C)(C)C)#N.C(N(CC)C(C)C)(C)C, predict the reaction product. The product is: [CH3:20][NH:21][C:22](=[O:36])[C:23]1[CH:28]=[CH:27][C:26]([N:29]2[CH2:34][CH2:33][N:32]([CH2:2][C:3]3[CH:12]=[N:11][C:10]4[N:9]5[CH2:13][CH2:14][CH2:15][CH2:16][C@H:8]5[C:7](=[O:17])[NH:6][C:5]=4[CH:4]=3)[CH2:31][CH2:30]2)=[C:25]([CH3:35])[CH:24]=1. (4) Given the reactants C([O:3][C:4](=[O:38])[CH:5]([F:37])[CH2:6][NH:7][CH2:8][C:9](=[O:36])[N:10]1[C:18]2[C:13](=[CH:14][C:15]([O:19][CH2:20][C:21]3[S:22][C:23]([C:32]([F:35])([F:34])[F:33])=[C:24]([C:26]4[CH:31]=[CH:30][CH:29]=[CH:28][CH:27]=4)[CH:25]=3)=[CH:16][CH:17]=2)[CH2:12][CH2:11]1)C.[OH-].[Na+].Cl, predict the reaction product. The product is: [F:37][CH:5]([CH2:6][NH:7][CH2:8][C:9](=[O:36])[N:10]1[C:18]2[C:13](=[CH:14][C:15]([O:19][CH2:20][C:21]3[S:22][C:23]([C:32]([F:35])([F:34])[F:33])=[C:24]([C:26]4[CH:27]=[CH:28][CH:29]=[CH:30][CH:31]=4)[CH:25]=3)=[CH:16][CH:17]=2)[CH2:12][CH2:11]1)[C:4]([OH:38])=[O:3]. (5) Given the reactants [CH2:1]=[CH:2][CH2:3][CH2:4]CC.[CH2:7]([OH:19])[CH2:8][CH2:9][CH2:10][CH2:11][CH2:12][CH2:13][CH2:14][CH2:15][CH2:16][CH:17]=[CH2:18], predict the reaction product. The product is: [CH2:7]([OH:19])[CH2:8][CH2:9][CH2:10][CH2:11][CH2:12][CH2:13][CH2:14][CH2:15][CH2:16]/[CH:17]=[CH:18]\[CH2:1][CH2:2][CH2:3][CH3:4].